This data is from Reaction yield outcomes from USPTO patents with 853,638 reactions. The task is: Predict the reaction yield, written as a fraction of the theoretical maximum amount of product (1.0 means a 100% yield; for example, 0.34 means a 34% yield). (1) The reactants are [CH2:1]([N:8]([CH2:21][C:22]1[CH:27]=[CH:26][CH:25]=[CH:24][CH:23]=1)[CH:9]([CH3:20])[C:10]([C:12]1([C:15]([O:17][CH2:18][CH3:19])=[O:16])[CH2:14][CH2:13]1)=[O:11])[C:2]1[CH:7]=[CH:6][CH:5]=[CH:4][CH:3]=1.[BH4-].[Na+].O. The catalyst is CO. The product is [CH2:21]([N:8]([CH2:1][C:2]1[CH:3]=[CH:4][CH:5]=[CH:6][CH:7]=1)[CH:9]([CH3:20])[CH:10]([C:12]1([C:15]([O:17][CH2:18][CH3:19])=[O:16])[CH2:13][CH2:14]1)[OH:11])[C:22]1[CH:23]=[CH:24][CH:25]=[CH:26][CH:27]=1. The yield is 0.990. (2) The reactants are Br[C:2]1[C:10]2[C:5](=[CH:6][CH:7]=[CH:8][CH:9]=2)[N:4]([Si:11]([CH:18]([CH3:20])[CH3:19])([CH:15]([CH3:17])[CH3:16])[CH:12]([CH3:14])[CH3:13])[CH:3]=1.[CH:21]1(B(O)O)[CH2:23][CH2:22]1.[O-]P([O-])([O-])=O.[K+].[K+].[K+].C1(P(C2CCCCC2)C2CCCCC2)CCCCC1. The catalyst is C1(C)C=CC=CC=1.O.C([O-])(=O)C.[Pd+2].C([O-])(=O)C. The product is [CH:21]1([C:2]2[C:10]3[C:5](=[CH:6][CH:7]=[CH:8][CH:9]=3)[N:4]([Si:11]([CH:18]([CH3:20])[CH3:19])([CH:15]([CH3:17])[CH3:16])[CH:12]([CH3:14])[CH3:13])[CH:3]=2)[CH2:23][CH2:22]1. The yield is 0.840.